The task is: Predict the product of the given reaction.. This data is from Forward reaction prediction with 1.9M reactions from USPTO patents (1976-2016). (1) The product is: [S:12]([C:16]1[CH:21]=[C:20]([S:22]([OH:25])(=[O:23])=[O:24])[CH:19]=[CH:18][C:17]=1[CH:26]=[N+:27]([C:29]([CH3:32])([CH3:31])[CH3:30])[O-:28])([OH:15])(=[O:14])=[O:13]. Given the reactants O.O.P([O-])([O-])(O)=O.[Na+].[Na+].[Na].[Na].[S:12]([C:16]1[CH:21]=[C:20]([S:22]([OH:25])(=[O:24])=[O:23])[CH:19]=[CH:18][C:17]=1[CH:26]=[N+:27]([C:29]([CH3:32])([CH3:31])[CH3:30])[O-:28])([OH:15])(=[O:14])=[O:13].[OH-].[Na+], predict the reaction product. (2) The product is: [F:8][C:9]1[CH:35]=[C:34]([F:36])[CH:33]=[CH:32][C:10]=1[O:11][CH:12]1[CH2:13][CH2:14][N:15]([C:18]2[N:19]=[C:20]3[CH2:31][CH2:30][N:29]([C:47](=[O:48])[CH2:46][O:45][CH3:44])[CH2:28][C:21]3=[N:22][C:23]=2[NH:24][CH:25]([CH3:27])[CH3:26])[CH2:16][CH2:17]1. Given the reactants OC(C(F)(F)F)=O.[F:8][C:9]1[CH:35]=[C:34]([F:36])[CH:33]=[CH:32][C:10]=1[O:11][CH:12]1[CH2:17][CH2:16][N:15]([C:18]2[N:19]=[C:20]3[CH2:31][CH2:30][NH:29][CH2:28][C:21]3=[N:22][C:23]=2[NH:24][CH:25]([CH3:27])[CH3:26])[CH2:14][CH2:13]1.C(N(CC)CC)C.[CH3:44][O:45][CH2:46][C:47](Cl)=[O:48], predict the reaction product. (3) Given the reactants Cl[C:2]1[N:7]=[C:6]([C:8]2[C:16]3[C:11](=[CH:12][CH:13]=[C:14]([C:17]4[C:22]([F:23])=[CH:21][CH:20]=[CH:19][C:18]=4[F:24])[CH:15]=3)[N:10](C(OC(C)(C)C)=O)[CH:9]=2)[CH:5]=[N:4][CH:3]=1.CC[N:34]([CH2:37][CH3:38])[CH2:35][CH3:36].[CH3:39][N:40]1C(=O)CCC1, predict the reaction product. The product is: [F:23][C:22]1[CH:21]=[CH:20][CH:19]=[C:18]([F:24])[C:17]=1[C:14]1[CH:15]=[C:16]2[C:11](=[CH:12][CH:13]=1)[NH:10][CH:9]=[C:8]2[C:6]1[N:7]=[C:2]([N:34]2[CH2:35][CH2:36][CH:39]([NH2:40])[CH2:38][CH2:37]2)[CH:3]=[N:4][CH:5]=1. (4) Given the reactants [CH3:1][O:2][C:3]1[CH:8]=[CH:7][C:6]2[C:9]3([CH2:19][O:20][C:5]=2[CH:4]=1)[C:17]1[C:12](=[CH:13][CH:14]=[CH:15][CH:16]=1)[NH:11][C:10]3=[O:18].CC1C2C=C3[C:33]4([C:41]5[C:36](=CC=[CH:39][CH:40]=5)[NH:35][C:34]4=O)COC3=CC=2ON=1.Br.BrCC1C=NC=CC=1.BrCC1OC(C(F)(F)F)=CC=1, predict the reaction product. The product is: [CH3:1][O:2][C:3]1[CH:8]=[CH:7][C:6]2[C:9]3([CH2:19][O:20][C:5]=2[CH:4]=1)[C:17]1[C:12](=[CH:13][CH:14]=[CH:15][CH:16]=1)[N:11]([CH2:33][C:41]1[CH:36]=[N:35][CH:34]=[CH:39][CH:40]=1)[C:10]3=[O:18]. (5) Given the reactants C([O:5][C:6]([N:8]1[CH:13]([C:14]2[NH:18][C:17]3[CH:19]=[C:20]([C:23]4[CH:35]=[CH:34][C:33]5[C:32]6[C:27](=[CH:28][C:29]([C:36]7[NH:37][C:38]([CH:41]8[CH2:47][C:44]9([CH2:46][CH2:45]9)[CH2:43][N:42]8[C:48](=[O:58])[CH:49]([NH:53][C:54]([O:56][CH3:57])=[O:55])[CH:50]([CH3:52])[CH3:51])=[N:39][CH:40]=7)=[CH:30][CH:31]=6)[C:26]([F:60])([F:59])[C:25]=5[CH:24]=4)[CH:21]=[CH:22][C:16]=3[N:15]=2)[CH:12]2[CH2:61][CH:9]1[CH2:10][CH2:11]2)=O)(C)(C)C.Cl.C[CH2:64][N:65](C(C)C)C(C)C.[CH3:72][O:73][C:74]([NH:76][CH:77]([CH:81]([C:83]#N)C)C(O)=O)=[O:75].CN(C(ON1N=NC2C=CC=NC1=2)=[N+](C)C)C.F[P-](F)(F)(F)(F)F, predict the reaction product. The product is: [CH3:72][O:73][C:74](=[O:75])[NH:76][CH:77]([C:6]([N:8]1[CH:13]([C:14]2[NH:18][C:17]3[CH:19]=[C:20]([C:23]4[CH:35]=[CH:34][C:33]5[C:32]6[C:27](=[CH:28][C:29]([C:36]7[NH:37][C:38]([CH:41]8[CH2:47][C:44]9([CH2:45][CH2:46]9)[CH2:43][N:42]8[C:48](=[O:58])[CH:49]([NH:53][C:54]([O:56][CH3:57])=[O:55])[CH:50]([CH3:51])[CH3:52])=[N:39][CH:40]=7)=[CH:30][CH:31]=6)[C:26]([F:59])([F:60])[C:25]=5[CH:24]=4)[CH:21]=[CH:22][C:16]=3[N:15]=2)[CH:12]2[CH2:61][CH:9]1[CH2:10][CH2:11]2)=[O:5])[CH2:81][CH2:83][C:64]#[N:65]. (6) Given the reactants C(Cl)(Cl)Cl.C1(C[C:12]2[C:20]([CH3:21])=[N:19][CH:18]=[CH:17][C:13]=2[C:14]([NH2:16])=[S:15])CCCCC1.Cl[C:23]1[CH:28]=[CH:27][CH:26]=[C:25]([C:29](OO)=O)[CH:24]=1.S([O-])([O-])(=O)=S.[Na+].[Na+], predict the reaction product. The product is: [CH:25]1([CH2:29][NH:16][C:14](=[S:15])[C:13]2[CH:17]=[CH:18][N:19]=[C:20]([CH3:21])[CH:12]=2)[CH2:26][CH2:27][CH2:28][CH2:23][CH2:24]1. (7) The product is: [C:32]([O:1][CH2:2][C:3]1[CH:8]=[C:7]([O:9][CH3:10])[CH:6]=[C:5]([N:11]2[N:15]=[C:14]3[CH:16]=[CH:17][C:18]([C:20]([F:23])([F:22])[F:21])=[CH:19][C:13]3=[N:12]2)[C:4]=1[OH:24])(=[O:36])[C:33]([CH3:35])=[CH2:34]. Given the reactants [OH:1][CH2:2][C:3]1[CH:8]=[C:7]([O:9][CH3:10])[CH:6]=[C:5]([N:11]2[N:15]=[C:14]3[CH:16]=[CH:17][C:18]([C:20]([F:23])([F:22])[F:21])=[CH:19][C:13]3=[N:12]2)[C:4]=1[OH:24].C(N(CC)CC)C.[C:32](Cl)(=[O:36])[C:33]([CH3:35])=[CH2:34], predict the reaction product. (8) Given the reactants C(OC(=O)[NH:7][CH2:8][CH2:9][CH:10]([NH:17][C:18](=[O:44])[C:19]1[CH:24]=[CH:23][C:22]([CH3:25])=[C:21]([NH:26][C:27]([C:29]2[C:30](=[O:43])[NH:31][C:32]3[C:37]([CH:38]=2)=[CH:36][C:35]([O:39][CH3:40])=[C:34]([O:41][CH3:42])[CH:33]=3)=[O:28])[CH:20]=1)[C:11]1[CH:16]=[CH:15][CH:14]=[CH:13][CH:12]=1)(C)(C)C, predict the reaction product. The product is: [NH2:7][CH2:8][CH2:9][CH:10]([NH:17][C:18]([C:19]1[CH:24]=[CH:23][C:22]([CH3:25])=[C:21]([NH:26][C:27]([C:29]2[C:30](=[O:43])[NH:31][C:32]3[C:37]([CH:38]=2)=[CH:36][C:35]([O:39][CH3:40])=[C:34]([O:41][CH3:42])[CH:33]=3)=[O:28])[CH:20]=1)=[O:44])[C:11]1[CH:16]=[CH:15][CH:14]=[CH:13][CH:12]=1. (9) Given the reactants [CH2:1]([N:3]1[C:7]2=[N:8][CH:9]=[C:10]([C:19]([OH:21])=O)[C:11]([NH:12][CH:13]3[CH2:18][CH2:17]OCC3)=[C:6]2[CH:5]=[N:4]1)[CH3:2].[CH2:22](Cl)[CH2:23]Cl.C1C=CC2N([OH:35])N=NC=2C=1.Cl.[CH3:37][O:38][C:39](=[O:44])[C@H:40]([CH2:42][OH:43])[NH2:41].C(N(CC)CC)C, predict the reaction product. The product is: [CH2:1]([N:3]1[C:7]2=[N:8][CH:9]=[C:10]([C:19]([NH:41][C@@H:40]([CH2:42][OH:43])[C:39]([O:38][CH3:37])=[O:44])=[O:21])[C:11]([NH:12][CH:13]3[CH2:18][CH2:17][CH2:23][CH2:22][O:35]3)=[C:6]2[CH:5]=[N:4]1)[CH3:2]. (10) The product is: [CH3:1][O:2][C:3]([C@@H:5]1[CH2:9][C@@H:8]([O:10][CH3:22])[CH2:7][N:6]1[C:11]([O:13][CH2:14][C:15]1[CH:20]=[CH:19][CH:18]=[CH:17][CH:16]=1)=[O:12])=[O:4]. Given the reactants [CH3:1][O:2][C:3]([C@@H:5]1[CH2:9][C@@H:8]([OH:10])[CH2:7][N:6]1[C:11]([O:13][CH2:14][C:15]1[CH:20]=[CH:19][CH:18]=[CH:17][CH:16]=1)=[O:12])=[O:4].I[CH3:22], predict the reaction product.